From a dataset of Reaction yield outcomes from USPTO patents with 853,638 reactions. Predict the reaction yield, written as a fraction of the theoretical maximum amount of product (1.0 means a 100% yield; for example, 0.34 means a 34% yield). The reactants are [CH3:1][C:2]([N:7]1[CH2:12][CH2:11][N:10]([CH2:13][C:14]2[S:22][C:21]3[C:20]([N:23]4[CH2:28][CH2:27][O:26][CH2:25][CH2:24]4)=[N:19][C:18]([Sn](CCCC)(CCCC)CCCC)=[N:17][C:16]=3[CH:15]=2)[CH2:9][CH2:8]1)([CH3:6])[C:3]([NH2:5])=[O:4].I[C:43]1[N:44]([CH3:52])[N:45]=[C:46]2[C:51]=1[CH:50]=[CH:49][CH:48]=[CH:47]2. The catalyst is O1CCOCC1.S1C=CC=C1C([O-])=O.[Cu+].C1C=CC([P]([Pd]([P](C2C=CC=CC=2)(C2C=CC=CC=2)C2C=CC=CC=2)([P](C2C=CC=CC=2)(C2C=CC=CC=2)C2C=CC=CC=2)[P](C2C=CC=CC=2)(C2C=CC=CC=2)C2C=CC=CC=2)(C2C=CC=CC=2)C2C=CC=CC=2)=CC=1. The product is [CH3:1][C:2]([N:7]1[CH2:8][CH2:9][N:10]([CH2:13][C:14]2[S:22][C:21]3[C:20]([N:23]4[CH2:24][CH2:25][O:26][CH2:27][CH2:28]4)=[N:19][C:18]([C:43]4[N:44]([CH3:52])[N:45]=[C:46]5[C:51]=4[CH:50]=[CH:49][CH:48]=[CH:47]5)=[N:17][C:16]=3[CH:15]=2)[CH2:11][CH2:12]1)([CH3:6])[C:3]([NH2:5])=[O:4]. The yield is 0.290.